Dataset: Full USPTO retrosynthesis dataset with 1.9M reactions from patents (1976-2016). Task: Predict the reactants needed to synthesize the given product. (1) Given the product [CH3:59][N:12]([CH2:1][CH2:2][NH:3][CH3:4])[C:13](=[O:58])[O:14][CH2:15][C:16]1[CH:17]=[CH:18][C:19]([NH:22][C:23](=[O:57])[C@@H:24]([NH:32][C:33](=[O:56])[C@@H:34]([NH:38][C:39]([O:41][CH2:42][CH:43]2[C:55]3[CH:54]=[CH:53][CH:52]=[CH:51][C:50]=3[C:49]3[C:44]2=[CH:45][CH:46]=[CH:47][CH:48]=3)=[O:40])[CH:35]([CH3:37])[CH3:36])[CH2:25][CH2:26][CH2:27][NH:28][C:29]([NH2:31])=[O:30])=[CH:20][CH:21]=1, predict the reactants needed to synthesize it. The reactants are: [CH2:1]([N:12]([CH3:59])[C:13](=[O:58])[O:14][CH2:15][C:16]1[CH:21]=[CH:20][C:19]([NH:22][C:23](=[O:57])[C@@H:24]([NH:32][C:33](=[O:56])[C@@H:34]([NH:38][C:39]([O:41][CH2:42][CH:43]2[C:55]3[CH:54]=[CH:53][CH:52]=[CH:51][C:50]=3[C:49]3[C:44]2=[CH:45][CH:46]=[CH:47][CH:48]=3)=[O:40])[CH:35]([CH3:37])[CH3:36])[CH2:25][CH2:26][CH2:27][NH:28][C:29]([NH2:31])=[O:30])=[CH:18][CH:17]=1)[CH2:2][N:3](C)[C:4](=O)OC(C)(C)C.C(O)(C(F)(F)F)=O. (2) Given the product [OH:54][CH:51]1[CH2:52][CH2:53][N:48]([CH2:47][CH2:46][N:43]2[CH2:44][CH2:45][CH:40]([NH:16][C:17]([C:19]3[NH:20][C:21]4[C:26]([CH:27]=3)=[C:25]([O:28][C:29]3[CH:34]=[CH:33][CH:32]=[C:31]([F:35])[CH:30]=3)[CH:24]=[CH:23][CH:22]=4)=[O:18])[CH2:41][CH2:42]2)[CH2:49][CH2:50]1, predict the reactants needed to synthesize it. The reactants are: N1(CCN2CCC([NH:16][C:17]([C:19]3[NH:20][C:21]4[C:26]([CH:27]=3)=[C:25]([O:28][C:29]3[CH:34]=[CH:33][CH:32]=[C:31]([F:35])[CH:30]=3)[CH:24]=[CH:23][CH:22]=4)=[O:18])CC2)CCCCCC1.Cl.Cl.Cl.N[CH:40]1[CH2:45][CH2:44][N:43]([CH2:46][CH2:47][N:48]2[CH2:53][CH2:52][CH:51]([OH:54])[CH2:50][CH2:49]2)[CH2:42][CH2:41]1.